This data is from Forward reaction prediction with 1.9M reactions from USPTO patents (1976-2016). The task is: Predict the product of the given reaction. (1) Given the reactants [Cl:1][C:2]1[C:3](Cl)=[C:4]2[N:10]=[C:9]([C:11]3[CH:16]=[CH:15][C:14]([N+:17]([O-:19])=[O:18])=[CH:13][CH:12]=3)[NH:8][C:5]2=[N:6][CH:7]=1.[NH2:21][C:22]1[CH:27]=[CH:26][CH:25]=[CH:24][CH:23]=1.O.C1(C)C=CC(S(O)(=O)=O)=CC=1.C(OCC)(=O)C, predict the reaction product. The product is: [Cl:1][C:2]1[C:3]([NH:21][C:22]2[CH:27]=[CH:26][CH:25]=[CH:24][CH:23]=2)=[C:4]2[N:10]=[C:9]([C:11]3[CH:16]=[CH:15][C:14]([N+:17]([O-:19])=[O:18])=[CH:13][CH:12]=3)[NH:8][C:5]2=[N:6][CH:7]=1. (2) Given the reactants [C:1]1([C:14]([OH:16])=O)[C:13]2[NH:12][C:11]3[C:6](=[CH:7][CH:8]=[CH:9][CH:10]=3)[C:5]=2[CH:4]=[CH:3][CH:2]=1.ON1C2C=CC=CC=2N=N1.Cl.C(N=C=NCCCN(C)C)C.[N:39]1[CH:44]=[C:43]([C:45]2[CH:46]=[C:47]([CH:49]=[CH:50][CH:51]=2)[NH2:48])[CH:42]=[N:41][CH:40]=1, predict the reaction product. The product is: [N:39]1[CH:44]=[C:43]([C:45]2[CH:46]=[C:47]([NH:48][C:14]([C:1]3[C:13]4[NH:12][C:11]5[C:6](=[CH:7][CH:8]=[CH:9][CH:10]=5)[C:5]=4[CH:4]=[CH:3][CH:2]=3)=[O:16])[CH:49]=[CH:50][CH:51]=2)[CH:42]=[N:41][CH:40]=1. (3) Given the reactants [F:1][C:2]1[CH:3]=[CH:4][C:5]([N:8]2[CH:12]=[C:11]([CH2:13][CH:14]([NH2:16])[CH3:15])[CH:10]=[N:9]2)=[N:6][CH:7]=1.[CH3:17][C:18]1[CH:19]=[CH:20][C:21]([N:27]2[N:31]=[CH:30][CH:29]=[N:28]2)=[C:22]([CH:26]=1)[C:23](O)=[O:24], predict the reaction product. The product is: [F:1][C:2]1[CH:3]=[CH:4][C:5]([N:8]2[CH:12]=[C:11]([CH2:13][CH:14]([NH:16][C:23](=[O:24])[C:22]3[CH:26]=[C:18]([CH3:17])[CH:19]=[CH:20][C:21]=3[N:27]3[N:31]=[CH:30][CH:29]=[N:28]3)[CH3:15])[CH:10]=[N:9]2)=[N:6][CH:7]=1. (4) Given the reactants Cl.Cl[CH2:3][C:4]1[CH:13]=[CH:12][C:11]2[C:6](=[CH:7][CH:8]=[CH:9][CH:10]=2)[N:5]=1.[C:14]([NH:17][CH:18]([C:24]([O:26][CH2:27][CH3:28])=[O:25])[C:19]([O:21][CH2:22][CH3:23])=[O:20])(=[O:16])[CH3:15].C[O-].[Na+], predict the reaction product. The product is: [N:5]1[C:6]2[C:11](=[CH:10][CH:9]=[CH:8][CH:7]=2)[CH:12]=[CH:13][C:4]=1[CH2:3][CH2:15][C:14]([NH:17][CH:18]([C:24]([O:26][CH2:27][CH3:28])=[O:25])[C:19]([O:21][CH2:22][CH3:23])=[O:20])=[O:16]. (5) The product is: [CH2:31]([NH:39][C:2]1[N:4]=[C:5]([NH:39][CH2:31][CH2:32][CH2:33][CH2:34][CH2:35][CH2:36][CH2:37][CH3:38])[N:7]=[C:8]([NH:28][C:25]2[CH:24]=[CH:23][C:22]([O:21][CH2:20][CH2:19][CH2:18][CH2:17][CH2:16][O:15][C:14]3[CH:13]=[CH:12][C:11]([NH:10][C:2]4[N:4]=[C:5]([NH:39][CH2:31][CH2:32][CH2:33][CH2:34][CH2:35][CH2:36][CH2:37][CH3:38])[N:7]=[C:8]([NH:39][CH2:31][CH2:32][CH2:33][CH2:34][CH2:35][CH2:36][CH2:37][CH3:38])[N:1]=4)=[CH:30][CH:29]=3)=[CH:27][CH:26]=2)[N:1]=1)[CH2:32][CH2:33][CH2:34][CH2:35][CH2:36][CH2:37][CH3:38]. Given the reactants [N:1]1[C:8](Cl)=[N:7][C:5](Cl)=[N:4][C:2]=1Cl.[NH2:10][C:11]1[CH:30]=[CH:29][C:14]([O:15][CH2:16][CH2:17][CH2:18][CH2:19][CH2:20][O:21][C:22]2[CH:27]=[CH:26][C:25]([NH2:28])=[CH:24][CH:23]=2)=[CH:13][CH:12]=1.[CH2:31]([NH2:39])[CH2:32][CH2:33][CH2:34][CH2:35][CH2:36][CH2:37][CH3:38].O, predict the reaction product. (6) The product is: [NH2:7][C:8]1([CH2:14][OH:15])[CH2:13][CH2:12][CH2:11][CH2:10][CH2:9]1. Given the reactants [H-].[H-].[H-].[H-].[Li+].[Al+3].[NH2:7][C:8]1([C:14](O)=[O:15])[CH2:13][CH2:12][CH2:11][CH2:10][CH2:9]1, predict the reaction product.